Predict the reaction yield, written as a fraction of the theoretical maximum amount of product (1.0 means a 100% yield; for example, 0.34 means a 34% yield). From a dataset of Reaction yield outcomes from USPTO patents with 853,638 reactions. (1) The reactants are [CH3:1][O:2][C:3]1[CH:4]=[CH:5][C:6]2[NH:7][C:8](=O)[C:9]3[N:10]([CH:13]=[N:14][C:15]=3[CH3:16])[C:11]=2[N:12]=1.O=P(Cl)(Cl)[Cl:20]. No catalyst specified. The product is [Cl:20][C:8]1[C:9]2[N:10]([CH:13]=[N:14][C:15]=2[CH3:16])[C:11]2[N:12]=[C:3]([O:2][CH3:1])[CH:4]=[CH:5][C:6]=2[N:7]=1. The yield is 0.200. (2) The reactants are [Cl:1][C:2]1[CH:7]=[C:6]([Cl:8])[CH:5]=[CH:4][C:3]=1[C:9]1[N:10]=[C:11](/[CH:16]=[CH:17]/[C:18]2[CH:23]=[CH:22][C:21]([C:24]3[CH:29]=[CH:28][C:27]([O:30][C:31]4[CH:36]=[CH:35][C:34]([NH2:37])=[CH:33][CH:32]=4)=[CH:26][CH:25]=3)=[CH:20][CH:19]=2)[N:12]([CH2:14][CH3:15])[CH:13]=1.[C:38](Cl)(=[O:40])[CH3:39]. No catalyst specified. The product is [Cl:1][C:2]1[CH:7]=[C:6]([Cl:8])[CH:5]=[CH:4][C:3]=1[C:9]1[N:10]=[C:11](/[CH:16]=[CH:17]/[C:18]2[CH:23]=[CH:22][C:21]([C:24]3[CH:29]=[CH:28][C:27]([O:30][C:31]4[CH:32]=[CH:33][C:34]([NH:37][C:38](=[O:40])[CH3:39])=[CH:35][CH:36]=4)=[CH:26][CH:25]=3)=[CH:20][CH:19]=2)[N:12]([CH2:14][CH3:15])[CH:13]=1. The yield is 0.600.